Dataset: Full USPTO retrosynthesis dataset with 1.9M reactions from patents (1976-2016). Task: Predict the reactants needed to synthesize the given product. (1) Given the product [F:20][C:15]1[CH:16]=[CH:17][CH:18]=[CH:19][C:14]=1[N:7]1[C:8]2[CH:13]=[CH:12][CH:11]=[CH:10][C:9]=2[N:5]([CH2:4][C@H:3]([CH3:23])[CH2:2][NH:31][CH3:26])[S:6]1(=[O:22])=[O:21], predict the reactants needed to synthesize it. The reactants are: Br[CH2:2][C@@H:3]([CH3:23])[CH2:4][N:5]1[C:9]2[CH:10]=[CH:11][CH:12]=[CH:13][C:8]=2[N:7]([C:14]2[CH:19]=[CH:18][CH:17]=[CH:16][C:15]=2[F:20])[S:6]1(=[O:22])=[O:21].FC1C=CC=C[C:26]=1[N:31]1C2C=CC=CC=2NS1(=O)=O.BrC[C@@H](C)CO. (2) Given the product [CH3:1][O:2][C:3]1[CH:8]=[CH:7][CH:6]=[CH:5][C:4]=1[N:9]1[CH:13]=[C:12]([C:14]2[CH:19]=[CH:18][CH:17]=[CH:16][CH:15]=2)[N:11]=[C:10]1[C:20]1[C:21]([NH2:25])=[N:22][O:23][N:24]=1, predict the reactants needed to synthesize it. The reactants are: [CH3:1][O:2][C:3]1[CH:8]=[CH:7][CH:6]=[CH:5][C:4]=1[N:9]1[CH2:13][CH:12]([C:14]2[CH:19]=[CH:18][CH:17]=[CH:16][CH:15]=2)[N:11]=[C:10]1[C:20]1[C:21]([NH2:25])=[N:22][O:23][N:24]=1.C(C1C(=O)C(Cl)=C(Cl)C(=O)C=1C#N)#N. (3) Given the product [C:15]([O:1][C@@H:2]1[CH2:6][N:5]([C:7]([O:9][C:10]([CH3:13])([CH3:12])[CH3:11])=[O:8])[C@@H:4]([CH3:14])[CH2:3]1)(=[O:22])[C:16]1[CH:21]=[CH:20][CH:19]=[CH:18][CH:17]=1, predict the reactants needed to synthesize it. The reactants are: [OH:1][C@H:2]1[CH2:6][N:5]([C:7]([O:9][C:10]([CH3:13])([CH3:12])[CH3:11])=[O:8])[C@@H:4]([CH3:14])[CH2:3]1.[C:15](O)(=[O:22])[C:16]1[CH:21]=[CH:20][CH:19]=[CH:18][CH:17]=1.C1(P(C2C=CC=CC=2)C2C=CC=CC=2)C=CC=CC=1.CC(OC(/N=N/C(OC(C)C)=O)=O)C. (4) Given the product [Cl:5][C:6]1[CH:11]=[CH:10][C:9]([N+:12]([O-:14])=[O:13])=[CH:8][C:7]=1[S:15]([NH2:24])(=[O:18])=[O:16], predict the reactants needed to synthesize it. The reactants are: S(Cl)(Cl)=O.[Cl:5][C:6]1[CH:11]=[CH:10][C:9]([N+:12]([O-:14])=[O:13])=[CH:8][C:7]=1[S:15]([OH:18])(=O)=[O:16].S(Cl)(Cl)(=O)=O.[NH4+:24].[OH-]. (5) Given the product [Br:1][C:2]1[CH:3]=[CH:4][C:5]([C:8](=[S:21])[NH:10][CH3:11])=[N:6][CH:7]=1, predict the reactants needed to synthesize it. The reactants are: [Br:1][C:2]1[CH:3]=[CH:4][C:5]([C:8]([NH:10][CH3:11])=O)=[N:6][CH:7]=1.COC1C=CC(P2(SP(C3C=CC(OC)=CC=3)(=S)S2)=[S:21])=CC=1. (6) Given the product [F:27][C:4]1[CH:3]=[C:2]([C:51]2[CH:56]=[CH:55][N:54]=[CH:53][CH:52]=2)[CH:7]=[CH:6][C:5]=1[C:8]1([C:11]([N:13]2[CH2:17][CH2:16][C@@:15]3([C:21]4[CH:22]=[CH:23][CH:24]=[CH:25][C:20]=4[C:19](=[O:26])[O:18]3)[CH2:14]2)=[O:12])[CH2:10][CH2:9]1, predict the reactants needed to synthesize it. The reactants are: Br[C:2]1[CH:7]=[CH:6][C:5]([C:8]2([C:11]([N:13]3[CH2:17][CH2:16][C@@:15]4([C:21]5[CH:22]=[CH:23][CH:24]=[CH:25][C:20]=5[C:19](=[O:26])[O:18]4)[CH2:14]3)=[O:12])[CH2:10][CH2:9]2)=[C:4]([F:27])[CH:3]=1.O1CCCC1.C(P(C(C)(C)C)C(C)(C)C)(C)(C)C.C([Sn](CCCC)(CCCC)[C:51]1[CH:56]=[CH:55][N:54]=[CH:53][CH:52]=1)CCC. (7) Given the product [Cl:20][C:17]1[CH:16]=[CH:15][C:14]([CH2:13][CH:10]2[CH2:9][CH2:8][N:7]([C:5](=[O:6])[C:4]([OH:21])=[O:3])[CH2:12][CH2:11]2)=[CH:19][CH:18]=1, predict the reactants needed to synthesize it. The reactants are: C([O:3][C:4](=[O:21])[C:5]([N:7]1[CH2:12][CH2:11][CH:10]([CH2:13][C:14]2[CH:19]=[CH:18][C:17]([Cl:20])=[CH:16][CH:15]=2)[CH2:9][CH2:8]1)=[O:6])C.